Dataset: Forward reaction prediction with 1.9M reactions from USPTO patents (1976-2016). Task: Predict the product of the given reaction. Given the reactants [CH3:1][C:2]1[C:30]([C:31]([F:34])([F:33])[F:32])=[CH:29][CH:28]=[CH:27][C:3]=1[CH2:4][N:5]1[C:10](=[O:11])[C:9]([C:12]#[N:13])=[CH:8][N:7]([C:14]2[CH:19]=[CH:18][C:17]([N:20]3[CH2:24][CH2:23][O:22][C:21]3=[O:25])=[CH:16][CH:15]=2)[C:6]1=[O:26].C([Sn](=O)CCCC)CCC.C[Si]([N:49]=[N+:50]=[N-:51])(C)C.C(O)C, predict the reaction product. The product is: [CH3:1][C:2]1[C:30]([C:31]([F:34])([F:32])[F:33])=[CH:29][CH:28]=[CH:27][C:3]=1[CH2:4][N:5]1[C:10](=[O:11])[C:9]([C:12]2[NH:51][N:50]=[N:49][N:13]=2)=[CH:8][N:7]([C:14]2[CH:19]=[CH:18][C:17]([N:20]3[CH2:24][CH2:23][O:22][C:21]3=[O:25])=[CH:16][CH:15]=2)[C:6]1=[O:26].